This data is from CYP2D6 inhibition data for predicting drug metabolism from PubChem BioAssay. The task is: Regression/Classification. Given a drug SMILES string, predict its absorption, distribution, metabolism, or excretion properties. Task type varies by dataset: regression for continuous measurements (e.g., permeability, clearance, half-life) or binary classification for categorical outcomes (e.g., BBB penetration, CYP inhibition). Dataset: cyp2d6_veith. (1) The compound is COC(=O)C/C=C\[C@@H](C)[C@@H](/C=N\OC[C@@H](C)[C@H](OCc1ccccc1)C(C)C)NS(=O)(=O)c1ccc(C)cc1. The result is 0 (non-inhibitor). (2) The molecule is COc1cccc(CNc2ccc(F)c(Cl)c2)c1O. The result is 0 (non-inhibitor). (3) The drug is OC[C@H]1O[C@H](n2cnc3c(NC4CCCC4)nc(Cl)nc32)[C@@H](O)[C@@H]1O. The result is 0 (non-inhibitor). (4) The drug is COc1ccccc1NC(=O)C1=C(C)Nc2nnnn2C1c1cc(Br)ccc1OC. The result is 0 (non-inhibitor).